Dataset: Full USPTO retrosynthesis dataset with 1.9M reactions from patents (1976-2016). Task: Predict the reactants needed to synthesize the given product. (1) Given the product [NH2:44][C:20]1[C:19]2[N:39]=[C:16]([CH2:15][O:14][CH2:12][CH3:13])[N:17]([CH2:40][CH2:41][CH3:42])[C:18]=2[C:27]2[CH:26]=[C:25]([O:28][CH2:29][CH2:30][CH2:31][N:32]3[CH2:36][CH2:35][CH2:34][C:33]3=[O:37])[CH:24]=[CH:23][C:22]=2[N:21]=1, predict the reactants needed to synthesize it. The reactants are: C1(C)C=CC(S(Cl)(=O)=O)=CC=1.[CH2:12]([O:14][CH2:15][C:16]1[N:17]([CH2:40][CH2:41][CH3:42])[C:18]2[C:27]3[CH:26]=[C:25]([O:28][CH2:29][CH2:30][CH2:31][N:32]4[CH2:36][CH2:35][CH2:34][C:33]4=[O:37])[CH:24]=[CH:23][C:22]=3[N+:21]([O-])=[CH:20][C:19]=2[N:39]=1)[CH3:13].[OH-].[NH4+:44]. (2) Given the product [Cl:22][C:21]1[C:11]([Cl:10])=[C:12]([C:2]2[CH:8]=[CH:7][CH:5]=[CH:4][CH:3]=2)[C:13]2[CH2:18][C:4]3[C:3]([O:9][C:14]=2[CH:20]=1)=[CH:2][CH:8]=[CH:7][CH:5]=3, predict the reactants needed to synthesize it. The reactants are: Cl[C:2]1[CH:8]=[CH:7][C:5](O)=[CH:4][C:3]=1[OH:9].[Cl:10][C:11]1[CH:12]=[C:13]2[C:18](=O)OC(=O)[C:14]2=[CH:20][C:21]=1[Cl:22].O. (3) Given the product [N:1]1([CH2:7][CH2:8][NH:9][C:10](=[O:27])[C@H:11]([CH2:20][CH:21]2[CH2:26][CH2:25][CH2:24][CH2:23][CH2:22]2)[NH2:12])[CH2:6][CH2:5][CH2:4][CH2:3][CH2:2]1, predict the reactants needed to synthesize it. The reactants are: [N:1]1([CH2:7][CH2:8][NH:9][C:10](=[O:27])[C@H:11]([CH2:20][CH:21]2[CH2:26][CH2:25][CH2:24][CH2:23][CH2:22]2)[NH:12]C(OC(C)(C)C)=O)[CH2:6][CH2:5][CH2:4][CH2:3][CH2:2]1.Cl.C(OCC)(=O)C. (4) Given the product [CH3:59][O:60][C:61]([C:28]1[CH:29]=[CH:30][C:31]2[C:26](=[CH:25][CH:24]=[C:23]([O:33][CH3:34])[C:22]=2[CH2:21][N:18]2[C:19](=[O:20])[C@@H:13]([NH:12][C:11](=[O:39])[C@@H:9]([N:7]([C:6]([O:5][C:1]([CH3:4])([CH3:3])[CH3:2])=[O:40])[CH3:8])[CH3:10])[CH2:14][NH:15][C:16]3[CH:38]=[CH:37][CH:36]=[CH:35][C:17]2=3)[CH:27]=1)=[O:84], predict the reactants needed to synthesize it. The reactants are: [C:1]([O:5][C:6](=[O:40])[N:7]([C@H:9]([C:11](=[O:39])[NH:12][C@@H:13]1[C:19](=[O:20])[N:18]([CH2:21][C:22]2[C:31]3[C:26](=[CH:27][C:28](Br)=[CH:29][CH:30]=3)[CH:25]=[CH:24][C:23]=2[O:33][CH3:34])[C:17]2[CH:35]=[CH:36][CH:37]=[CH:38][C:16]=2[NH:15][CH2:14]1)[CH3:10])[CH3:8])([CH3:4])([CH3:3])[CH3:2].C1(P(C2C=CC=CC=2)C2[C:61]3[O:60][C:59]4C(=CC=CC=4P(C4C=CC=CC=4)C4C=CC=CC=4)C(C)(C)C=3C=CC=2)C=CC=CC=1.C[OH:84].